Dataset: Reaction yield outcomes from USPTO patents with 853,638 reactions. Task: Predict the reaction yield, written as a fraction of the theoretical maximum amount of product (1.0 means a 100% yield; for example, 0.34 means a 34% yield). (1) The reactants are [Br:1][C:2]1[CH:3]=[C:4]([CH2:8][NH:9][C:10]([C@@H:12]2[CH2:16][C@@H:15]([F:17])[CH2:14][NH:13]2)=[O:11])[CH:5]=[N:6][CH:7]=1.CCN(CC)CC.[F:25][C:26]1[CH:31]=[CH:30][C:29]([S:32](Cl)(=[O:34])=[O:33])=[CH:28][CH:27]=1. The catalyst is C(Cl)Cl. The product is [Br:1][C:2]1[CH:3]=[C:4]([CH2:8][NH:9][C:10]([C@@H:12]2[CH2:16][C@@H:15]([F:17])[CH2:14][N:13]2[S:32]([C:29]2[CH:30]=[CH:31][C:26]([F:25])=[CH:27][CH:28]=2)(=[O:34])=[O:33])=[O:11])[CH:5]=[N:6][CH:7]=1. The yield is 0.630. (2) The reactants are C1(P(C2C=CC=CC=2)C2C=CC=CC=2)C=CC=CC=1.CCN(CC)CC.[Br:27][C:28]1[CH:61]=[CH:60][C:31]([C:32]([NH:34][NH:35][C:36](=[O:59])[C@H:37]([NH:48][C:49]2[CH:54]=[CH:53][C:52]([C:55]#[N:56])=[C:51]([Cl:57])[C:50]=2[CH3:58])[C@@H:38]([O:40][Si:41]([C:44]([CH3:47])([CH3:46])[CH3:45])([CH3:43])[CH3:42])[CH3:39])=O)=[CH:30][CH:29]=1. The catalyst is C(Cl)Cl. The product is [Br:27][C:28]1[CH:29]=[CH:30][C:31]([C:32]2[O:59][C:36]([C@H:37]([NH:48][C:49]3[CH:54]=[CH:53][C:52]([C:55]#[N:56])=[C:51]([Cl:57])[C:50]=3[CH3:58])[C@@H:38]([O:40][Si:41]([C:44]([CH3:46])([CH3:47])[CH3:45])([CH3:42])[CH3:43])[CH3:39])=[N:35][N:34]=2)=[CH:60][CH:61]=1. The yield is 0.890. (3) The reactants are [NH2:1][C@H:2]([C:6]1[CH:11]=[CH:10][C:9]([O:12][CH2:13][C@@H:14]([CH3:17])[CH2:15][CH3:16])=[CH:8][CH:7]=1)[C@H:3]([OH:5])[CH3:4].Cl.C(N([CH2:24][CH3:25])CC)C. The catalyst is ClCCl. The product is [OH:5][C@H:3]([CH3:4])[C@H:2]([NH:1][C:3](=[O:5])[C@H:2]([C:25]1[CH:24]=[CH:10][CH:9]=[CH:8][CH:7]=1)[CH3:6])[C:6]1[CH:7]=[CH:8][C:9]([O:12][CH2:13][C@@H:14]([CH3:17])[CH2:15][CH3:16])=[CH:10][CH:11]=1. The yield is 0.100.